This data is from Forward reaction prediction with 1.9M reactions from USPTO patents (1976-2016). The task is: Predict the product of the given reaction. (1) Given the reactants [Cl:1][C:2]1[CH:7]=[C:6]([F:8])[CH:5]=[CH:4][C:3]=1[OH:9].Br[CH2:11][CH2:12][O:13][CH3:14].C(=O)([O-])[O-].[K+].[K+].O, predict the reaction product. The product is: [Cl:1][C:2]1[CH:7]=[C:6]([F:8])[CH:5]=[CH:4][C:3]=1[O:9][CH2:11][CH2:12][O:13][CH3:14]. (2) Given the reactants [CH:1]1([C:4]([N:6]2[CH2:10][CH2:9][C@@H:8]([CH2:11][C:12]3[N:13]([C:18]4[CH:23]=[CH:22][C:21](B5OC(C)(C)C(C)(C)O5)=[CH:20][CH:19]=4)[C:14](=[O:17])[NH:15][N:16]=3)[CH2:7]2)=[O:5])[CH2:3][CH2:2]1.Br[C:34]1[CH:39]=[CH:38][C:37]([N:40]2[CH:44]=[CH:43][CH:42]=[CH:41]2)=[CH:36][CH:35]=1.C(=O)([O-])[O-].[K+].[K+], predict the reaction product. The product is: [CH:1]1([C:4]([N:6]2[CH2:10][CH2:9][C@@H:8]([CH2:11][C:12]3[N:13]([C:18]4[CH:23]=[CH:22][C:21]([C:34]5[CH:35]=[CH:36][C:37]([N:40]6[CH:41]=[CH:42][CH:43]=[CH:44]6)=[CH:38][CH:39]=5)=[CH:20][CH:19]=4)[C:14](=[O:17])[NH:15][N:16]=3)[CH2:7]2)=[O:5])[CH2:2][CH2:3]1. (3) Given the reactants [C:1]([C:4]1[S:8][C:7]([N:9]2[CH2:13][CH2:12][N:11]([CH2:14][C:15]3[CH:20]=[CH:19][C:18]([C:21]([N:23]4[CH2:28][CH2:27][CH2:26][CH2:25][CH2:24]4)=[O:22])=[CH:17][CH:16]=3)[C:10]2=[O:29])=[N:6][C:5]=1[CH3:30])(=O)[CH3:2].COC(OC)[N:34]([CH3:36])C.O.[NH2:40]N, predict the reaction product. The product is: [CH3:30][C:5]1[N:6]=[C:7]([N:9]2[CH2:13][CH2:12][N:11]([CH2:14][C:15]3[CH:16]=[CH:17][C:18]([C:21]([N:23]4[CH2:28][CH2:27][CH2:26][CH2:25][CH2:24]4)=[O:22])=[CH:19][CH:20]=3)[C:10]2=[O:29])[S:8][C:4]=1[C:1]1[NH:40][N:34]=[CH:36][CH:2]=1. (4) Given the reactants [F:1][C:2]1[CH:7]=[CH:6][C:5]([C:8](=O)[CH2:9][C:10]2[CH:15]=[CH:14][N:13]=[CH:12][N:11]=2)=[CH:4][CH:3]=1.[I-].[NH2:18][N+:19]1[CH:24]=[CH:23][CH:22]=[CH:21][CH:20]=1.C(=O)([O-])[O-].[K+].[K+], predict the reaction product. The product is: [F:1][C:2]1[CH:7]=[CH:6][C:5]([C:8]2[C:9]([C:10]3[CH:15]=[CH:14][N:13]=[CH:12][N:11]=3)=[C:20]3[CH:21]=[CH:22][CH:23]=[CH:24][N:19]3[N:18]=2)=[CH:4][CH:3]=1.